This data is from Reaction yield outcomes from USPTO patents with 853,638 reactions. The task is: Predict the reaction yield, written as a fraction of the theoretical maximum amount of product (1.0 means a 100% yield; for example, 0.34 means a 34% yield). The reactants are [Cl:1][C:2]1[CH:3]=[C:4]([C:13]([OH:15])=[O:14])[S:5][C:6]=1[C:7]1[N:11]([CH3:12])[N:10]=[CH:9][CH:8]=1.[Cl:16]N1C(=O)CCC1=O. The catalyst is C1COCC1. The product is [Cl:1][C:2]1[CH:3]=[C:4]([C:13]([OH:15])=[O:14])[S:5][C:6]=1[C:7]1[N:11]([CH3:12])[N:10]=[CH:9][C:8]=1[Cl:16]. The yield is 0.980.